Task: Predict the product of the given reaction.. Dataset: Forward reaction prediction with 1.9M reactions from USPTO patents (1976-2016) (1) Given the reactants Br[C:2]1[CH:7]=[CH:6][CH:5]=[C:4]([Br:8])[N:3]=1.[OH2:9], predict the reaction product. The product is: [Br:8][C:4]1[N:3]=[C:2]([N:3]([CH3:4])[CH2:2][CH2:7][OH:9])[CH:7]=[CH:6][CH:5]=1. (2) The product is: [Br:1][C:2]1[CH:14]=[CH:13][C:12]2[C:11]3[C:6](=[CH:7][C:8]([Br:15])=[CH:9][CH:10]=3)[C:5]([CH2:8][CH2:7][CH2:6][CH2:5][CH2:23][CH2:24][Br:25])([CH2:10][CH2:11][CH2:12][CH2:4][CH2:3][CH2:2][Br:1])[C:4]=2[CH:3]=1. Given the reactants [Br:1][C:2]1[CH:14]=[CH:13][C:12]2[C:11]3[C:6](=[CH:7][C:8]([Br:15])=[CH:9][CH:10]=3)[CH2:5][C:4]=2[CH:3]=1.BrCCOCCO[CH2:23][CH2:24][Br:25], predict the reaction product. (3) The product is: [CH3:1][O:2][C:3]([C@H:5]1[CH2:10][CH2:9][C@H:8]([C:11]2[S:33][C:14]([C:16]3[CH:21]=[CH:20][CH:19]=[C:18]([Br:22])[N:17]=3)=[CH:13][N:12]=2)[CH2:7][CH2:6]1)=[O:4]. Given the reactants [CH3:1][O:2][C:3]([C@H:5]1[CH2:10][CH2:9][C@H:8]([C:11](=O)[NH:12][CH2:13][C:14]([C:16]2[CH:21]=[CH:20][CH:19]=[C:18]([Br:22])[N:17]=2)=O)[CH2:7][CH2:6]1)=[O:4].COC1C=CC(P2(SP(C3C=CC(OC)=CC=3)(=S)S2)=[S:33])=CC=1, predict the reaction product. (4) Given the reactants C(O)(=O)C=C.C(Cl)(=O)C(Cl)=O.N[C:13]1[CH:18]=[CH:17][CH:16]=[CH:15][CH:14]=1.[C:19]([NH2:23])(=[O:22])[CH:20]=[CH2:21], predict the reaction product. The product is: [CH:16]1[CH:17]=[CH:18][C:13](/[CH:21]=[CH:20]/[C:19]([NH2:23])=[O:22])=[CH:14][CH:15]=1. (5) Given the reactants [CH3:1][O:2][C:3]([C@@H:5]1[CH2:9][C@H:8]([N:10]=[N+:11]=[N-:12])[CH2:7][N:6]1C(OC(C)(C)C)=O)=[O:4].[F:20][C:21]([F:26])([F:25])[C:22]([OH:24])=[O:23], predict the reaction product. The product is: [F:20][C:21]([F:26])([F:25])[C:22]([OH:24])=[O:23].[CH3:1][O:2][C:3]([C@@H:5]1[CH2:9][C@H:8]([N:10]=[N+:11]=[N-:12])[CH2:7][NH:6]1)=[O:4]. (6) The product is: [O:1]=[C:2]([NH:22][CH2:23][C:24]1[CH:25]=[CH:26][C:27]([C:30]([F:31])([F:32])[F:33])=[CH:28][CH:29]=1)[CH2:3][C:4]1[CH:5]=[C:6]([CH:19]=[CH:20][CH:21]=1)[O:7][CH2:8][C:9]1[CH:18]=[CH:17][CH:16]=[CH:15][C:10]=1[C:11]([OH:13])=[O:12]. Given the reactants [O:1]=[C:2]([NH:22][CH2:23][C:24]1[CH:29]=[CH:28][C:27]([C:30]([F:33])([F:32])[F:31])=[CH:26][CH:25]=1)[CH2:3][C:4]1[CH:5]=[C:6]([CH:19]=[CH:20][CH:21]=1)[O:7][CH2:8][C:9]1[CH:18]=[CH:17][CH:16]=[CH:15][C:10]=1[C:11]([O:13]C)=[O:12].[OH-].[Li+], predict the reaction product. (7) The product is: [NH2:1][C:2]1[C:7]([CH3:9])([CH3:8])[S:6](=[O:11])(=[O:10])[CH2:5][C@:4]([C:12]2[CH:17]=[C:16]([N+:26]([O-:28])=[O:27])[CH:15]=[CH:14][C:13]=2[F:18])([CH2:19][F:20])[N:3]=1. Given the reactants [NH2:1][C:2]1[C:7]([CH3:9])([CH3:8])[S:6](=[O:11])(=[O:10])[CH2:5][C@@:4]([CH2:19][F:20])([C:12]2[CH:17]=[CH:16][CH:15]=[CH:14][C:13]=2[F:18])[N:3]=1.S(=O)(=O)(O)O.[N+:26]([O-])([O-:28])=[O:27].[K+].[OH-].[NH4+], predict the reaction product.